Task: Predict the reactants needed to synthesize the given product.. Dataset: Full USPTO retrosynthesis dataset with 1.9M reactions from patents (1976-2016) Given the product [C:1]1([N:7]2[C:11]([NH:12][C:13](=[O:14])[O:15][C:16]([CH3:18])([CH3:17])[CH3:19])=[CH:10][CH:9]=[N:8]2)[CH:2]=[CH:3][CH:4]=[CH:5][CH:6]=1, predict the reactants needed to synthesize it. The reactants are: [C:1]1([N:7]2[C:11]([N:12](C(OC(C)(C)C)=O)[C:13]([O:15][C:16]([CH3:19])([CH3:18])[CH3:17])=[O:14])=[CH:10][CH:9]=[N:8]2)[CH:6]=[CH:5][CH:4]=[CH:3][CH:2]=1.[OH-].[Na+].